From a dataset of Forward reaction prediction with 1.9M reactions from USPTO patents (1976-2016). Predict the product of the given reaction. (1) Given the reactants [CH3:1][C:2]1[CH:3]=[C:4]([C:18]([OH:20])=O)[NH:5][C:6]=1[CH:7]=[C:8]1[C:16]2[C:11](=[CH:12][CH:13]=[CH:14][CH:15]=2)[NH:10][C:9]1=[O:17].[Cl:21][C:22]1[CH:27]=[CH:26][C:25]([C:28]2(NC)[CH2:30][CH2:29]2)=[CH:24][CH:23]=1.C[CH2:34][N:35](CC)CC, predict the reaction product. The product is: [Cl:21][C:22]1[CH:23]=[CH:24][C:25]([C:28]2([CH2:34][NH:35][C:18]([C:4]3[NH:5][C:6]([CH:7]=[C:8]4[C:16]5[C:11](=[CH:12][CH:13]=[CH:14][CH:15]=5)[NH:10][C:9]4=[O:17])=[C:2]([CH3:1])[CH:3]=3)=[O:20])[CH2:29][CH2:30]2)=[CH:26][CH:27]=1. (2) Given the reactants Br[CH:2]([C:8]1[CH:13]=[CH:12][CH:11]=[CH:10][CH:9]=1)[C:3]([O:5]CC)=[O:4].[NH2:14][C:15]1[C:16]([CH3:21])=[CH:17][CH:18]=[CH:19][CH:20]=1.CCN(C(C)C)C(C)C.O.[OH-].[Li+].[ClH:34], predict the reaction product. The product is: [ClH:34].[C:8]1([CH:2]([NH:14][C:15]2[CH:20]=[CH:19][CH:18]=[CH:17][C:16]=2[CH3:21])[C:3]([OH:5])=[O:4])[CH:9]=[CH:10][CH:11]=[CH:12][CH:13]=1.